This data is from Kinase inhibitor binding affinity data with 442 proteins and 68 drugs (Kd values). The task is: Regression. Given a target protein amino acid sequence and a drug SMILES string, predict the binding affinity score between them. We predict pKd (pKd = -log10(Kd in M); higher means stronger binding). Dataset: davis. (1) The drug is CC1(C)CNc2cc(NC(=O)c3cccnc3NCc3ccncc3)ccc21. The target protein (MLK2) has sequence MEEEEGAVAKEWGTTPAGPVWTAVFDYEAAGDEELTLRRGDRVQVLSQDCAVSGDEGWWTGQLPSGRVGVFPSNYVAPGAPAAPAGLQLPQEIPFHELQLEEIIGVGGFGKVYRALWRGEEVAVKAARLDPEKDPAVTAEQVCQEARLFGALQHPNIIALRGACLNPPHLCLVMEYARGGALSRVLAGRRVPPHVLVNWAVQVARGMNYLHNDAPVPIIHRDLKSINILILEAIENHNLADTVLKITDFGLAREWHKTTKMSAAGTYAWMAPEVIRLSLFSKSSDVWSFGVLLWELLTGEVPYREIDALAVAYGVAMNKLTLPIPSTCPEPFARLLEECWDPDPHGRPDFGSILKRLEVIEQSALFQMPLESFHSLQEDWKLEIQHMFDDLRTKEKELRSREEELLRAAQEQRFQEEQLRRREQELAEREMDIVERELHLLMCQLSQEKPRVRKRKGNFKRSRLLKLREGGSHISLPSGFEHKITVQASPTLDKRKGSDG.... The pKd is 5.0. (2) The drug is Cc1ccc(NC(=O)c2ccc(CN3CCN(C)CC3)cc2)cc1Nc1nc(-c2cccnc2)cs1. The target protein (ULK2) has sequence MEVVGDFEYSKRDLVGHGAFAVVFRGRHRQKTDWEVAIKSINKKNLSKSQILLGKEIKILKELQHENIVALYDVQELPNSVFLVMEYCNGGDLADYLQAKGTLSEDTIRVFLHQIAAAMRILHSKGIIHRDLKPQNILLSYANRRKSSVSGIRIKIADFGFARYLHSNMMAATLCGSPMYMAPEVIMSQHYDAKADLWSIGTVIYQCLVGKPPFQANSPQDLRMFYEKNRSLMPSIPRETSPYLANLLLGLLQRNQKDRMDFEAFFSHPFLEQGPVKKSCPVPVPMYSGSVSGSSCGSSPSCRFASPPSLPDMQHIQEENLSSPPLGPPNYLQVSKDSASTSSKNSSCDTDDFVLVPHNISSDHSCDMPVGTAGRRASNEFLVCGGQCQPTVSPHSETAPIPVPTQIRNYQRIEQNLTSTASSGTNVHGSPRSAVVRRSNTSPMGFLRPGSCSPVPADTAQTVGRRLSTGSSRPYSPSPLVGTIPEQFSQCCCGHPQGHD.... The pKd is 5.0.